From a dataset of Catalyst prediction with 721,799 reactions and 888 catalyst types from USPTO. Predict which catalyst facilitates the given reaction. (1) Product: [CH2:1]([O:8][C:9]1[C:10]([C:23]([O:25][CH3:26])=[O:24])=[N:11][N:12]2[CH:17]([CH2:18][OH:19])[CH2:16][N:15]([CH3:21])[C:14](=[O:22])[C:13]=12)[C:2]1[CH:7]=[CH:6][CH:5]=[CH:4][CH:3]=1. The catalyst class is: 1. Reactant: [CH2:1]([O:8][C:9]1[C:10]([C:23]([O:25][CH3:26])=[O:24])=[N:11][N:12]2[CH:17]([C:18](O)=[O:19])[CH2:16][N:15]([CH3:21])[C:14](=[O:22])[C:13]=12)[C:2]1[CH:7]=[CH:6][CH:5]=[CH:4][CH:3]=1. (2) Product: [F:76][C:75]([F:78])([F:77])[C:73]([OH:79])=[O:74].[F:1][C:2]1[CH:23]=[CH:22][CH:21]=[C:20]([F:24])[C:3]=1[CH2:4][O:5][C:6]1[C:7]2[N:8]([C:13]([C:17]([NH:58][CH2:59][C@H:60]3[CH2:64][CH2:63][CH2:62][N:61]3[C:65]([O:67][C:68]([CH3:71])([CH3:70])[CH3:69])=[O:66])=[O:19])=[C:14]([CH3:16])[N:15]=2)[CH:9]=[C:10]([CH3:12])[CH:11]=1. The catalyst class is: 3. Reactant: [F:1][C:2]1[CH:23]=[CH:22][CH:21]=[C:20]([F:24])[C:3]=1[CH2:4][O:5][C:6]1[C:7]2[N:8]([C:13]([C:17]([OH:19])=O)=[C:14]([CH3:16])[N:15]=2)[CH:9]=[C:10]([CH3:12])[CH:11]=1.CN(C(ON1N=NC2C=CC=NC1=2)=[N+](C)C)C.F[P-](F)(F)(F)(F)F.C(N(CC)C(C)C)(C)C.[NH2:58][CH2:59][C@H:60]1[CH2:64][CH2:63][CH2:62][N:61]1[C:65]([O:67][C:68]([CH3:71])([CH3:70])[CH3:69])=[O:66].O.[C:73]([OH:79])([C:75]([F:78])([F:77])[F:76])=[O:74]. (3) Reactant: [CH3:1][C:2]1[N:7]=[C:6]([CH3:8])[CH:5]=[C:4]([OH:9])[N:3]=1.[Cl:10][C:11]1[CH:12]=[C:13]([CH:16]=[CH:17][CH:18]=1)[CH:14]=O. Product: [Cl:10][C:11]1[CH:12]=[C:13](/[CH:14]=[CH:1]/[C:2]2[N:3]=[C:4]([OH:9])[CH:5]=[C:6]([CH3:8])[N:7]=2)[CH:16]=[CH:17][CH:18]=1. The catalyst class is: 152.